The task is: Predict the reaction yield, written as a fraction of the theoretical maximum amount of product (1.0 means a 100% yield; for example, 0.34 means a 34% yield).. This data is from Reaction yield outcomes from USPTO patents with 853,638 reactions. (1) The reactants are [CH2:1]([O:8][C:9]1[CH:10]=[C:11]2[C:16](=[CH:17][CH:18]=1)[C:15](=[O:19])[N:14]([CH2:20][CH:21]([CH3:23])[CH3:22])[C:13]([C:24]([O:26]CC)=[O:25])=[C:12]2[O:29][CH2:30][CH2:31][CH2:32][C:33]([F:36])([F:35])[F:34])[C:2]1[CH:7]=[CH:6][CH:5]=[CH:4][CH:3]=1.[OH-].[Na+].O.Cl. The catalyst is C(O)C. The product is [CH2:1]([O:8][C:9]1[CH:10]=[C:11]2[C:16](=[CH:17][CH:18]=1)[C:15](=[O:19])[N:14]([CH2:20][CH:21]([CH3:23])[CH3:22])[C:13]([C:24]([OH:26])=[O:25])=[C:12]2[O:29][CH2:30][CH2:31][CH2:32][C:33]([F:34])([F:35])[F:36])[C:2]1[CH:3]=[CH:4][CH:5]=[CH:6][CH:7]=1. The yield is 0.787. (2) The reactants are [C:1]([C:4]1[CH:12]=[CH:11][C:7]([C:8](O)=[O:9])=[CH:6][CH:5]=1)(=[O:3])[CH3:2].C(N1C=CN=C1)([N:15]1C=CN=C1)=O.N. The catalyst is O1CCCC1. The product is [C:1]([C:4]1[CH:12]=[CH:11][C:7]([C:8]([NH2:15])=[O:9])=[CH:6][CH:5]=1)(=[O:3])[CH3:2]. The yield is 0.500. (3) The reactants are O[CH:2]([C:4]1[CH:5]=[C:6]2[N:11]([C:12]=1[C:13]1[CH2:14][CH2:15][N:16]([C:19]([O:21][C:22]([CH3:25])([CH3:24])[CH3:23])=[O:20])[CH2:17][CH:18]=1)[CH:10]=[CH:9][CH:8]=[CH:7]2)[CH3:3].C1C=CC(P([N:40]=[N+:41]=[N-:42])(C2C=CC=CC=2)=O)=CC=1.C1CCN2C(=NCCC2)CC1. No catalyst specified. The product is [N:40]([CH:2]([C:4]1[CH:5]=[C:6]2[N:11]([C:12]=1[C:13]1[CH2:14][CH2:15][N:16]([C:19]([O:21][C:22]([CH3:25])([CH3:24])[CH3:23])=[O:20])[CH2:17][CH:18]=1)[CH:10]=[CH:9][CH:8]=[CH:7]2)[CH3:3])=[N+:41]=[N-:42]. The yield is 1.00. (4) The reactants are C(OC(=O)[NH:7][CH2:8][CH2:9][C:10]1[NH:14][C:13]2[CH:15]=[C:16]([C:19]3[C:27]4[C:22](=[CH:23][C:24]([F:28])=[CH:25][CH:26]=4)[N:21]([S:29]([C:32]4[CH:37]=[CH:36][CH:35]=[CH:34][CH:33]=4)(=[O:31])=[O:30])[CH:20]=3)[CH:17]=[CH:18][C:12]=2[N:11]=1)(C)(C)C. The catalyst is Cl.CO.CCOC(C)=O. The product is [F:28][C:24]1[CH:23]=[C:22]2[C:27]([C:19]([C:16]3[CH:17]=[CH:18][C:12]4[N:11]=[C:10]([CH2:9][CH2:8][NH2:7])[NH:14][C:13]=4[CH:15]=3)=[CH:20][N:21]2[S:29]([C:32]2[CH:33]=[CH:34][CH:35]=[CH:36][CH:37]=2)(=[O:31])=[O:30])=[CH:26][CH:25]=1. The yield is 0.530. (5) The reactants are [F:1][C:2]1[CH:3]=[C:4]([OH:11])[CH:5]=[CH:6][C:7]=1[N+:8]([O-:10])=[O:9].Cl.Cl[CH2:14][C:15]1[CH:20]=[CH:19][C:18]([CH3:21])=[CH:17][N:16]=1.C(=O)([O-])[O-].[K+].[K+].[I-].[K+]. The catalyst is C(#N)C. The product is [F:1][C:2]1[CH:3]=[C:4]([CH:5]=[CH:6][C:7]=1[N+:8]([O-:10])=[O:9])[O:11][CH2:14][C:15]1[CH:20]=[CH:19][C:18]([CH3:21])=[CH:17][N:16]=1. The yield is 0.739. (6) The reactants are [CH2:1]([O:3][C:4](=[O:16])[CH2:5][O:6][C:7]1[CH:12]=[CH:11][C:10]([N+:13]([O-])=O)=[CH:9][CH:8]=1)[CH3:2].O1CCCC1.[H][H]. The catalyst is [C].[Pd].C(O)C. The product is [CH2:1]([O:3][C:4](=[O:16])[CH2:5][O:6][C:7]1[CH:12]=[CH:11][C:10]([NH2:13])=[CH:9][CH:8]=1)[CH3:2]. The yield is 0.740. (7) The reactants are [F:1][C:2]1[CH:7]=[CH:6][C:5]([N:8]2[C@H:11]([C:12]3[CH:17]=[CH:16][C:15]([O:18]CC4C=CC=CC=4)=[CH:14][CH:13]=3)[C@@H:10]([CH2:26][CH2:27][C@@H:28]([C:30]3[CH:35]=[CH:34][C:33]([F:36])=[CH:32][CH:31]=3)[OH:29])[C:9]2=[O:37])=[CH:4][CH:3]=1.CO. The catalyst is [Pd].O. The product is [F:1][C:2]1[CH:3]=[CH:4][C:5]([N:8]2[C@H:11]([C:12]3[CH:13]=[CH:14][C:15]([OH:18])=[CH:16][CH:17]=3)[C@@H:10]([CH2:26][CH2:27][C@@H:28]([C:30]3[CH:31]=[CH:32][C:33]([F:36])=[CH:34][CH:35]=3)[OH:29])[C:9]2=[O:37])=[CH:6][CH:7]=1. The yield is 0.492. (8) The reactants are [CH2:1]([O:3][C:4](=[O:20])/[CH:5]=[C:6](/[C:14]1[CH:19]=[CH:18][CH:17]=[CH:16][CH:15]=1)\[NH:7][C:8]1[CH:13]=[CH:12][CH:11]=[CH:10][CH:9]=1)[CH3:2].[C:21](#[N:23])[CH3:22]. The catalyst is CC([O-])=O.CC([O-])=O.[Cu+2]. The product is [CH2:1]([O:3][C:4]([C:5]1[C:21]([CH3:22])=[N:23][N:7]([C:8]2[CH:9]=[CH:10][CH:11]=[CH:12][CH:13]=2)[C:6]=1[C:14]1[CH:19]=[CH:18][CH:17]=[CH:16][CH:15]=1)=[O:20])[CH3:2]. The yield is 0.880. (9) The reactants are [C:1]([CH2:5][C:6]([OH:8])=O)([CH3:4])([CH3:3])[CH3:2].C(Cl)(=O)C(Cl)=O.[C:15]([O:19][C:20](=[O:41])[NH:21][CH2:22][CH2:23][CH:24]([N:26]1[CH2:31][CH2:30][CH:29]([NH:32][CH2:33][C:34]2[CH:35]=[N:36][CH:37]=[CH:38][C:39]=2[CH3:40])[CH2:28][CH2:27]1)[CH3:25])([CH3:18])([CH3:17])[CH3:16].C(N(CC)CC)C. The catalyst is CN(C=O)C.C(Cl)Cl.O1CCCC1. The product is [C:15]([O:19][C:20](=[O:41])[NH:21][CH2:22][CH2:23][CH:24]([N:26]1[CH2:31][CH2:30][CH:29]([N:32]([C:6](=[O:8])[CH2:5][C:1]([CH3:4])([CH3:3])[CH3:2])[CH2:33][C:34]2[CH:35]=[N:36][CH:37]=[CH:38][C:39]=2[CH3:40])[CH2:28][CH2:27]1)[CH3:25])([CH3:18])([CH3:16])[CH3:17]. The yield is 0.600.